Dataset: Peptide-MHC class I binding affinity with 185,985 pairs from IEDB/IMGT. Task: Regression. Given a peptide amino acid sequence and an MHC pseudo amino acid sequence, predict their binding affinity value. This is MHC class I binding data. (1) The peptide sequence is KEKGGLEGM. The MHC is HLA-B35:03 with pseudo-sequence HLA-B35:03. The binding affinity (normalized) is 0. (2) The peptide sequence is AFWENKKNL. The MHC is HLA-A11:01 with pseudo-sequence HLA-A11:01. The binding affinity (normalized) is 0. (3) The peptide sequence is ILTRLALFF. The MHC is HLA-A26:01 with pseudo-sequence HLA-A26:01. The binding affinity (normalized) is 0.0847. (4) The peptide sequence is FYLPNIVDY. The MHC is HLA-B08:01 with pseudo-sequence HLA-B08:01. The binding affinity (normalized) is 0.0847. (5) The peptide sequence is RIVARQIVD. The MHC is Mamu-A2601 with pseudo-sequence Mamu-A2601. The binding affinity (normalized) is 0.580. (6) The peptide sequence is VIHNSTLQV. The MHC is HLA-A24:02 with pseudo-sequence HLA-A24:02. The binding affinity (normalized) is 0.0504. (7) The peptide sequence is WLMKNMDPL. The MHC is HLA-A02:02 with pseudo-sequence HLA-A02:02. The binding affinity (normalized) is 1.00.